From a dataset of Full USPTO retrosynthesis dataset with 1.9M reactions from patents (1976-2016). Predict the reactants needed to synthesize the given product. Given the product [ClH:1].[Cl:1][CH2:2][CH2:3][N:4]([CH2:30][CH2:31][Cl:32])[C:5]1[CH:10]=[CH:9][C:8]([NH:11][C:12](=[O:29])[NH:13][C:14]2[CH:15]=[C:16]([NH:20][C:21](=[O:28])[CH2:22][N:23]([CH3:27])[CH3:24])[CH:17]=[CH:18][CH:19]=2)=[CH:7][CH:6]=1, predict the reactants needed to synthesize it. The reactants are: [Cl:1][CH2:2][CH2:3][N:4]([CH2:30][CH2:31][Cl:32])[C:5]1[CH:10]=[CH:9][C:8]([NH:11][C:12](=[O:29])[NH:13][C:14]2[CH:15]=[C:16]([NH:20][C:21](=[O:28])[CH2:22][N:23]3[CH2:27]CC[CH2:24]3)[CH:17]=[CH:18][CH:19]=2)=[CH:7][CH:6]=1.Cl.ClCCN(CCCl)C1C=CC(NC(=O)NC2C=C(NC(=O)CCl)C=CC=2)=CC=1.N1CCCC1.